From a dataset of Catalyst prediction with 721,799 reactions and 888 catalyst types from USPTO. Predict which catalyst facilitates the given reaction. (1) Reactant: [ClH:1].NC1C2C(=CC(CC(NC(=O)CNS(C3C(C)=C(C)C4OC(C)(C)CCC=4C=3C)(=O)=O)C(=O)N3CCCCC3)=CC=2)C=CN=1.[NH2:46][C:47]1[C:56]2[C:51](=[CH:52][C:53]([CH2:57][CH:58]([NH:67][C:68](=[O:74])OC(C)(C)C)[C:59](=[O:66])[N:60]3[CH2:65][CH2:64][CH2:63][CH2:62][CH2:61]3)=[CH:54][CH:55]=2)[CH:50]=[CH:49][N:48]=1.[NH:75]([S:87]([C:90]1[C:99]([CH3:100])=[C:97]([CH3:98])[C:94]([O:95][CH3:96])=[CH:93][C:91]=1[CH3:92])(=[O:89])=[O:88])[C@H:76](C(O)=O)[CH2:77][CH2:78][C:79](=[O:83])[O:80][CH2:81][CH3:82].N(C(OCC1C2C(=CC=CC=2)C2C1=CC=CC=2)=O)[C@H](C(OC(C)(C)C)=O)CCC(=O)O.[Cl-].N1(C(=O)C[C@H](NS(C2C(C)=CC(OC)=C(C)C=2C)(=O)=O)C(O)=O)CCOCC1. Product: [ClH:1].[CH2:81]([O:80][C:79](=[O:83])[CH2:78][CH2:77][C@H:76]([NH:75][S:87]([C:90]1[C:91]([CH3:92])=[CH:93][C:94]([O:95][CH3:96])=[C:97]([CH3:98])[C:99]=1[CH3:100])(=[O:88])=[O:89])[C:68]([NH:67][CH:58]([CH2:57][C:53]1[CH:52]=[C:51]2[C:56](=[CH:55][CH:54]=1)[C:47]([NH2:46])=[N:48][CH:49]=[CH:50]2)[C:59](=[O:66])[N:60]1[CH2:61][CH2:62][CH2:63][CH2:64][CH2:65]1)=[O:74])[CH3:82]. The catalyst class is: 8. (2) Reactant: Br[CH2:2][C:3]1[CH:4]=[C:5]([CH:18]=[C:19]([CH3:21])[CH:20]=1)[O:6][C:7]1[C:12]([CH:13]([CH3:15])[CH3:14])=[C:11]([Cl:16])[N:10]=[C:9]([Cl:17])[N:8]=1.[C:22]([O-:25])(=[O:24])[CH3:23].[Na+]. Product: [Cl:17][C:9]1[N:8]=[C:7]([O:6][C:5]2[CH:4]=[C:3]([CH:20]=[C:19]([CH3:21])[CH:18]=2)[CH2:2][O:25][C:22](=[O:24])[CH3:23])[C:12]([CH:13]([CH3:15])[CH3:14])=[C:11]([Cl:16])[N:10]=1. The catalyst class is: 3. (3) Reactant: C([OH:3])C.[CH:4]1([N:7]2[C:16]3[C:11](=[CH:12][CH:13]=[C:14]([C:21]4[CH:22]=[C:23]5[C:27](=[CH:28][CH:29]=4)[C@@H:26]([CH3:30])[NH:25][CH2:24]5)[C:15]=3[O:17][CH:18]([F:20])[F:19])[C:10](=[O:31])[C:9]([C:32]([OH:34])=[O:33])=[CH:8]2)[CH2:6][CH2:5]1.[CH3:35][S:36]([OH:39])(=[O:38])=[O:37]. Product: [OH2:3].[CH3:35][S:36]([OH:39])(=[O:38])=[O:37].[CH:4]1([N:7]2[C:16]3[C:11](=[CH:12][CH:13]=[C:14]([C:21]4[CH:22]=[C:23]5[C:27](=[CH:28][CH:29]=4)[C@@H:26]([CH3:30])[NH:25][CH2:24]5)[C:15]=3[O:17][CH:18]([F:20])[F:19])[C:10](=[O:31])[C:9]([C:32]([OH:34])=[O:33])=[CH:8]2)[CH2:6][CH2:5]1. The catalyst class is: 6. (4) Reactant: C[O:2][C:3](=O)[C:4]1[CH:9]=[CH:8][C:7]([CH2:10][N:11]([CH:19]([C:26]2[CH:31]=[CH:30][CH:29]=[CH:28][N:27]=2)[C:20]2[CH:25]=[CH:24][CH:23]=[CH:22][N:21]=2)[CH2:12][C:13]2[CH:18]=[CH:17][CH:16]=[CH:15][N:14]=2)=[N:6][CH:5]=1.[NH2:33][CH2:34][CH2:35][CH2:36][NH2:37].[C-]#N.[Na+].O. Product: [NH2:33][CH2:34][CH2:35][CH2:36][NH:37][C:3](=[O:2])[C:4]1[CH:9]=[CH:8][C:7]([CH2:10][N:11]([CH:19]([C:20]2[CH:25]=[CH:24][CH:23]=[CH:22][N:21]=2)[C:26]2[CH:31]=[CH:30][CH:29]=[CH:28][N:27]=2)[CH2:12][C:13]2[CH:18]=[CH:17][CH:16]=[CH:15][N:14]=2)=[N:6][CH:5]=1. The catalyst class is: 5. (5) Reactant: [Cl:1][C:2]1[N:7]=[CH:6][C:5]([C:8]2([C:13]([OH:15])=O)[CH2:12][CH2:11][CH2:10][CH2:9]2)=[CH:4][CH:3]=1.C[N:17](C(ON1N=NC2C=CC=NC1=2)=[N+](C)C)C.F[P-](F)(F)(F)(F)F.C(N(C(C)C)CC)(C)C.[Cl-].[NH4+].C(=O)([O-])O.[Na+]. Product: [Cl:1][C:2]1[N:7]=[CH:6][C:5]([C:8]2([C:13]([NH2:17])=[O:15])[CH2:12][CH2:11][CH2:10][CH2:9]2)=[CH:4][CH:3]=1. The catalyst class is: 80. (6) Reactant: [I:1][C:2]1[CH:10]=[CH:9][C:5]([C:6]([OH:8])=O)=[CH:4][CH:3]=1.[C:11]([NH:14][NH2:15])(=O)[CH3:12].CCOC(C)=O. Product: [I:1][C:2]1[CH:3]=[CH:4][C:5]([C:6]2[O:8][C:11]([CH3:12])=[N:14][N:15]=2)=[CH:9][CH:10]=1. The catalyst class is: 265. (7) Reactant: [NH2:1][C:2]1[C:10]2[C:9]([C:11]3[CH:16]=[CH:15][CH:14]=[C:13]([O:17]C)[C:12]=3[F:19])=[N:8][C:7](S(C)=O)=[N:6][C:5]=2[S:4][C:3]=1[C:23]([NH2:25])=[O:24].[NH2:26][C@H:27]([CH2:30][CH3:31])[CH2:28][OH:29].O. Product: [NH2:1][C:2]1[C:10]2[C:9]([C:11]3[CH:16]=[CH:15][CH:14]=[C:13]([OH:17])[C:12]=3[F:19])=[N:8][C:7]([NH:26][C@H:27]([CH2:30][CH3:31])[CH2:28][OH:29])=[N:6][C:5]=2[S:4][C:3]=1[C:23]([NH2:25])=[O:24]. The catalyst class is: 3. (8) Reactant: [Cl:1][C:2]1[C:7]2[N:8]=[C:9](/[C:13](=[N:16]/[OH:17])/[C:14]#[N:15])[N:10]([CH2:11][CH3:12])[C:6]=2[CH:5]=[C:4]([Cl:18])[N:3]=1.Cl.NO.CC[N:24](CC)CC. Product: [Cl:1][C:2]1[C:7]2[N:8]=[C:9]([C:13]3[C:14]([NH2:24])=[N:15][O:17][N:16]=3)[N:10]([CH2:11][CH3:12])[C:6]=2[CH:5]=[C:4]([Cl:18])[N:3]=1. The catalyst class is: 12.